This data is from Forward reaction prediction with 1.9M reactions from USPTO patents (1976-2016). The task is: Predict the product of the given reaction. (1) Given the reactants [CH3:1][CH:2]([CH3:45])[CH2:3][N:4]([C:26]([C:28]1[N:29]([CH2:37][CH2:38][C:39]2[CH:44]=[CH:43][CH:42]=[CH:41][CH:40]=2)[C:30]2[C:35]([CH:36]=1)=[CH:34][CH:33]=[CH:32][CH:31]=2)=[O:27])[C@H:5]1[CH2:10][C@@H:9]([C:11]([N:13]2[CH2:18][CH2:17][O:16][CH2:15][CH2:14]2)=[O:12])[CH2:8][N:7](C(OC(C)(C)C)=O)[CH2:6]1.C(OCC)(=O)C.[ClH:52], predict the reaction product. The product is: [ClH:52].[CH3:1][CH:2]([CH3:45])[CH2:3][N:4]([C@H:5]1[CH2:10][C@@H:9]([C:11]([N:13]2[CH2:14][CH2:15][O:16][CH2:17][CH2:18]2)=[O:12])[CH2:8][NH:7][CH2:6]1)[C:26]([C:28]1[N:29]([CH2:37][CH2:38][C:39]2[CH:44]=[CH:43][CH:42]=[CH:41][CH:40]=2)[C:30]2[C:35]([CH:36]=1)=[CH:34][CH:33]=[CH:32][CH:31]=2)=[O:27]. (2) The product is: [CH3:46][N:33]1[C:34]([CH:36]2[CH2:41][CH2:40][N:39]([CH:42]3[CH2:45][O:44][CH2:43]3)[CH2:38][CH2:37]2)=[CH:35][C:31]([C:55]2[CH:56]=[C:57]3[C:49]([C:48]([F:67])([F:68])[F:47])=[CH:50][NH:51][C:52]3=[N:53][CH:54]=2)=[N:32]1. Given the reactants C(N1C(C2CCN(C3COC3)CC2)=CC(C2C=C(C(F)(F)F)C(N)=NC=2)=N1)(C)C.I[C:31]1[CH:35]=[C:34]([CH:36]2[CH2:41][CH2:40][N:39]([CH:42]3[CH2:45][O:44][CH2:43]3)[CH2:38][CH2:37]2)[N:33]([CH3:46])[N:32]=1.[F:47][C:48]([F:68])([F:67])[C:49]1[C:57]2[C:52](=[N:53][CH:54]=[C:55](B3OC(C)(C)C(C)(C)O3)[CH:56]=2)[NH:51][CH:50]=1, predict the reaction product. (3) Given the reactants Br[C:2]1[CH:3]=[C:4]2[C:9](=[CH:10][CH:11]=1)[C:8](=[O:12])[NH:7][N:6]=[C:5]2[Cl:13].[Cl:14][C:15]1[CH:22]=[CH:21][C:20]([Cl:23])=[CH:19][C:16]=1[CH2:17][NH2:18].C1C=CC(P(C2C(C3C(P(C4C=CC=CC=4)C4C=CC=CC=4)=CC=C4C=3C=CC=C4)=C3C(C=CC=C3)=CC=2)C2C=CC=CC=2)=CC=1.CC([O-])(C)C.[Na+], predict the reaction product. The product is: [Cl:13][C:5]1[C:4]2[C:9](=[CH:10][CH:11]=[C:2]([NH:18][CH2:17][C:16]3[CH:19]=[C:20]([Cl:23])[CH:21]=[CH:22][C:15]=3[Cl:14])[CH:3]=2)[C:8](=[O:12])[NH:7][N:6]=1. (4) Given the reactants [Br:1][C:2]1[C:3]([NH:22][S:23]([CH3:26])(=[O:25])=[O:24])=[CH:4][C:5]2[O:9][C:8]([C:10]3[CH:15]=[CH:14][C:13]([F:16])=[CH:12][C:11]=3[F:17])=[C:7]([C:18](O)=[O:19])[C:6]=2[CH:21]=1.C1C=CC2N(O)N=[N:33][C:31]=2C=1.CCN=C=NCCCN(C)C.CCN(CC)CC.CN, predict the reaction product. The product is: [Br:1][C:2]1[C:3]([NH:22][S:23]([CH3:26])(=[O:25])=[O:24])=[CH:4][C:5]2[O:9][C:8]([C:10]3[CH:15]=[CH:14][C:13]([F:16])=[CH:12][C:11]=3[F:17])=[C:7]([C:18]([NH:33][CH3:31])=[O:19])[C:6]=2[CH:21]=1. (5) Given the reactants [F:1][CH2:2][CH2:3][O:4][C:5]1[CH:10]=[CH:9][C:8]([NH:11][C:12](=[O:24])[NH:13][CH2:14][CH2:15][NH:16]C(=O)OC(C)(C)C)=[CH:7][CH:6]=1.[ClH:25].O1CCOCC1, predict the reaction product. The product is: [ClH:25].[NH2:16][CH2:15][CH2:14][NH:13][C:12]([NH:11][C:8]1[CH:9]=[CH:10][C:5]([O:4][CH2:3][CH2:2][F:1])=[CH:6][CH:7]=1)=[O:24]. (6) The product is: [OH:34][CH2:35][CH2:36][O:1][C:2]1[CH:3]=[CH:4][C:5]([C:8]2[N:12]([C:13]3[CH:18]=[CH:17][C:16]([O:19][CH3:20])=[CH:15][CH:14]=3)[N:11]=[C:10]([NH:21][C:22](=[O:26])[N:23]([CH3:25])[CH3:24])[CH:9]=2)=[CH:6][CH:7]=1. Given the reactants [OH:1][C:2]1[CH:7]=[CH:6][C:5]([C:8]2[N:12]([C:13]3[CH:18]=[CH:17][C:16]([O:19][CH3:20])=[CH:15][CH:14]=3)[N:11]=[C:10]([NH:21][C:22](=[O:26])[N:23]([CH3:25])[CH3:24])[CH:9]=2)=[CH:4][CH:3]=1.[Si]([O:34][CH2:35][CH2:36]Br)(C(C)(C)C)(C)C.C([O-])([O-])=O.[K+].[K+], predict the reaction product. (7) Given the reactants I[C:2]1[C:10]2[C:5](=[CH:6][C:7]([CH3:11])=[CH:8][CH:9]=2)[N:4]([CH2:12][CH2:13][N:14]([CH3:16])[CH3:15])[N:3]=1.C([Mg]Cl)(C)C.[CH2:22]([Sn:26]([CH2:32][CH2:33][CH2:34][CH3:35])([CH2:28][CH2:29][CH2:30][CH3:31])Cl)[CH2:23][CH2:24][CH3:25], predict the reaction product. The product is: [CH3:15][N:14]([CH3:16])[CH2:13][CH2:12][N:4]1[C:5]2[C:10](=[CH:9][CH:8]=[C:7]([CH3:11])[CH:6]=2)[C:2]([Sn:26]([CH2:28][CH2:29][CH2:30][CH3:31])([CH2:32][CH2:33][CH2:34][CH3:35])[CH2:22][CH2:23][CH2:24][CH3:25])=[N:3]1.